This data is from Full USPTO retrosynthesis dataset with 1.9M reactions from patents (1976-2016). The task is: Predict the reactants needed to synthesize the given product. (1) Given the product [Cl:1][C:2]1[CH:7]=[CH:6][C:5]([CH:8]2[C:9]3[C:26]([CH2:27][CH3:28])=[N:35][N:34]([CH:31]4[CH2:33][CH2:32]4)[C:10]=3[C:11](=[O:24])[N:12]2[C:13]2[CH:14]=[C:15]([CH3:23])[C:16]3[N:17]([C:19]([CH3:22])=[N:20][N:21]=3)[CH:18]=2)=[CH:4][CH:3]=1, predict the reactants needed to synthesize it. The reactants are: [Cl:1][C:2]1[CH:7]=[CH:6][C:5]([CH:8]2[N:12]([C:13]3[CH:14]=[C:15]([CH3:23])[C:16]4[N:17]([C:19]([CH3:22])=[N:20][N:21]=4)[CH:18]=3)[C:11](=[O:24])[C:10](=O)[CH:9]2[C:26](=O)[CH2:27][CH3:28])=[CH:4][CH:3]=1.Cl.[CH:31]1([NH:34][NH2:35])[CH2:33][CH2:32]1. (2) Given the product [F:1][C:2]([F:14])([F:13])[C:3]1[N:4]=[C:5]2[CH:10]=[N:9][CH:8]=[CH:7][N:6]2[N:11]=1, predict the reactants needed to synthesize it. The reactants are: [F:1][C:2]([F:14])([F:13])[C:3](=[N:11]O)[NH:4][C:5]1[CH:10]=[N:9][CH:8]=[CH:7][N:6]=1.[OH-].[NH4+]. (3) Given the product [NH2:1][C:4]1[CH:8]=[C:7]([C:9]([O:11][CH3:12])=[O:10])[N:6]([C:13]2[CH:18]=[CH:17][CH:16]=[CH:15][CH:14]=2)[N:5]=1, predict the reactants needed to synthesize it. The reactants are: [N+:1]([C:4]1[CH:8]=[C:7]([C:9]([O:11][CH3:12])=[O:10])[N:6]([C:13]2[CH:18]=[CH:17][CH:16]=[CH:15][CH:14]=2)[N:5]=1)([O-])=O.[NH4+].[Cl-]. (4) Given the product [OH:1][C:2]1[C:3]([CH:15]2[C:25](=[O:26])[C:19]3[C:18](=[CH:17][CH:16]=[C:21]([C:22]([OH:24])=[O:23])[CH:20]=3)[C:28]2=[O:27])=[N:4][C:5]2[C:10]([CH:11]=1)=[CH:9][CH:8]=[CH:7][CH:6]=2, predict the reactants needed to synthesize it. The reactants are: [OH:1][C:2]1[C:3]([CH3:15])=[N:4][C:5]2[C:10]([C:11]=1C(O)=O)=[CH:9][CH:8]=[CH:7][CH:6]=2.[CH:16]1[C:21]([C:22]([OH:24])=[O:23])=[CH:20][C:19]2[C:25]([O:27][C:28](=O)[C:18]=2[CH:17]=1)=[O:26].ClC1C=CC(Cl)=CC=1Cl. (5) Given the product [CH3:38][O:39][C:3]([C:7]1[CH:8]=[CH:9][C:10]2[C:15](=[CH:14][C:13]([OH:17])=[CH:12][CH:11]=2)[CH:16]=1)=[O:6], predict the reactants needed to synthesize it. The reactants are: C([C:3]([C:7]1[CH:16]=[C:15]2[C:10]([CH:11]=[CH:12][C:13]([O:17]S(C(F)(F)F)(=O)=O)=[CH:14]2)=[CH:9][CH:8]=1)([OH:6])CC)C.CCN(CC)CC.CS(C)=O.[C]=O.[CH3:38][OH:39].